From a dataset of Reaction yield outcomes from USPTO patents with 853,638 reactions. Predict the reaction yield, written as a fraction of the theoretical maximum amount of product (1.0 means a 100% yield; for example, 0.34 means a 34% yield). (1) The reactants are [NH2:1][C@@H:2]([CH2:9][C:10]1[CH:15]=[C:14]([F:16])[CH:13]=[C:12]([F:17])[CH:11]=1)[C:3]([N:5]([O:7][CH3:8])[CH3:6])=[O:4].C([O-])([O-])=O.[K+].[K+].[CH2:24](Br)[C:25]1[CH:30]=[CH:29][CH:28]=[CH:27][CH:26]=1. The catalyst is C(O)C.O.C(Cl)(Cl)Cl. The product is [CH2:24]([N:1]([CH2:9][C:10]1[CH:15]=[CH:14][CH:13]=[CH:12][CH:11]=1)[C@@H:2]([CH2:9][C:10]1[CH:11]=[C:12]([F:17])[CH:13]=[C:14]([F:16])[CH:15]=1)[C:3]([N:5]([O:7][CH3:8])[CH3:6])=[O:4])[C:25]1[CH:30]=[CH:29][CH:28]=[CH:27][CH:26]=1. The yield is 0.260. (2) The reactants are [CH:1](=O)[CH3:2].[O:4]1[C:9]2[CH:10]=[CH:11][C:12]([CH2:14][NH:15][CH:16]3[CH2:21][CH2:20][N:19]([CH2:22][CH2:23][S:24][C:25]4[CH:34]=[N:33][C:32]5[C:27](=[CH:28][C:29]([O:35][CH3:36])=[CH:30][CH:31]=5)[N:26]=4)[CH2:18][CH2:17]3)=[CH:13][C:8]=2[O:7][CH2:6][CH2:5]1. No catalyst specified. The product is [O:4]1[C:9]2[CH:10]=[CH:11][C:12]([CH2:14][N:15]([CH2:1][CH3:2])[CH:16]3[CH2:17][CH2:18][N:19]([CH2:22][CH2:23][S:24][C:25]4[CH:34]=[N:33][C:32]5[C:27](=[CH:28][C:29]([O:35][CH3:36])=[CH:30][CH:31]=5)[N:26]=4)[CH2:20][CH2:21]3)=[CH:13][C:8]=2[O:7][CH2:6][CH2:5]1. The yield is 0.200.